Task: Regression. Given a peptide amino acid sequence and an MHC pseudo amino acid sequence, predict their binding affinity value. This is MHC class II binding data.. Dataset: Peptide-MHC class II binding affinity with 134,281 pairs from IEDB (1) The binding affinity (normalized) is 0.00724. The peptide sequence is TGRMGERQLQKIERW. The MHC is H-2-IEd with pseudo-sequence H-2-IEd. (2) The binding affinity (normalized) is 0.420. The peptide sequence is SMEYNCPNLSPREEP. The MHC is DRB1_0404 with pseudo-sequence DRB1_0404. (3) The peptide sequence is VIDWLVSNQSVRNRQEGLY. The MHC is DRB1_0901 with pseudo-sequence DRB1_0901. The binding affinity (normalized) is 0.563.